Dataset: Catalyst prediction with 721,799 reactions and 888 catalyst types from USPTO. Task: Predict which catalyst facilitates the given reaction. Reactant: [C:1]1([C:7]2[NH:8][C:9]3[C:14]([CH:15]=2)=[CH:13][CH:12]=[CH:11][CH:10]=3)[CH:6]=[CH:5][CH:4]=[CH:3][CH:2]=1.[H-].[Na+].Cl[CH2:19][C:20]1[CH:21]=[C:22]([CH:25]=[CH:26][C:27]=1[O:28][CH2:29][CH:30]([CH3:32])[CH3:31])[CH:23]=[O:24].[I-].[Na+]. Product: [CH2:29]([O:28][C:27]1[CH:26]=[CH:25][C:22]([CH:23]=[O:24])=[CH:21][C:20]=1[CH2:19][N:8]1[C:9]2[C:14](=[CH:13][CH:12]=[CH:11][CH:10]=2)[CH:15]=[C:7]1[C:1]1[CH:6]=[CH:5][CH:4]=[CH:3][CH:2]=1)[CH:30]([CH3:32])[CH3:31]. The catalyst class is: 42.